The task is: Predict the product of the given reaction.. This data is from Forward reaction prediction with 1.9M reactions from USPTO patents (1976-2016). (1) The product is: [CH3:1][C:2]1[CH:3]=[CH:4][C:5]([S:8]([O:11][CH2:12][CH:13]2[O:17][C:16](=[O:18])[N:15]([CH2:19][CH:20]3[CH2:25][CH2:24][CH2:23][CH2:22][CH2:21]3)[CH2:14]2)(=[O:10])=[O:9])=[CH:6][CH:7]=1. Given the reactants [CH3:1][C:2]1[CH:7]=[CH:6][C:5]([S:8]([O:11][CH2:12][CH:13]2[O:17][C:16](=[O:18])[N:15]([CH2:19][C:20]3[CH:25]=[CH:24][C:23](F)=[CH:22][CH:21]=3)[CH2:14]2)(=[O:10])=[O:9])=[CH:4][CH:3]=1.C1(N2CC(CO)OC2=O)CCCCC1.FC1C=CC(CN2CC(CO)OC2=O)=CC=1, predict the reaction product. (2) Given the reactants [C:1]([O:5][C:6]([N:8]1[CH2:13][CH2:12][C:11](=[CH:14][C:15]([O:17][N:18]=[C:19]([NH2:27])[C:20]2[CH:25]=[CH:24][CH:23]=[C:22]([Cl:26])[CH:21]=2)=O)[CH2:10][CH2:9]1)=[O:7])([CH3:4])([CH3:3])[CH3:2].[F-].C([N+](CCCC)(CCCC)CCCC)CCC, predict the reaction product. The product is: [C:1]([O:5][C:6]([N:8]1[CH2:13][CH2:12][C:11](=[CH:14][C:15]2[O:17][N:18]=[C:19]([C:20]3[CH:25]=[CH:24][CH:23]=[C:22]([Cl:26])[CH:21]=3)[N:27]=2)[CH2:10][CH2:9]1)=[O:7])([CH3:4])([CH3:3])[CH3:2].